This data is from NCI-60 drug combinations with 297,098 pairs across 59 cell lines. The task is: Regression. Given two drug SMILES strings and cell line genomic features, predict the synergy score measuring deviation from expected non-interaction effect. (1) Drug 1: CC1OCC2C(O1)C(C(C(O2)OC3C4COC(=O)C4C(C5=CC6=C(C=C35)OCO6)C7=CC(=C(C(=C7)OC)O)OC)O)O. Drug 2: CCC1=C2CN3C(=CC4=C(C3=O)COC(=O)C4(CC)O)C2=NC5=C1C=C(C=C5)O. Cell line: MCF7. Synergy scores: CSS=40.9, Synergy_ZIP=-1.63, Synergy_Bliss=-1.62, Synergy_Loewe=0.189, Synergy_HSA=2.78. (2) Drug 1: CC1=C2C(C(=O)C3(C(CC4C(C3C(C(C2(C)C)(CC1OC(=O)C(C(C5=CC=CC=C5)NC(=O)OC(C)(C)C)O)O)OC(=O)C6=CC=CC=C6)(CO4)OC(=O)C)O)C)O. Drug 2: C1CC(=O)NC(=O)C1N2C(=O)C3=CC=CC=C3C2=O. Cell line: HOP-62. Synergy scores: CSS=28.9, Synergy_ZIP=1.78, Synergy_Bliss=-0.524, Synergy_Loewe=-12.0, Synergy_HSA=-2.19. (3) Drug 1: C1=CC(=CC=C1C#N)C(C2=CC=C(C=C2)C#N)N3C=NC=N3. Drug 2: B(C(CC(C)C)NC(=O)C(CC1=CC=CC=C1)NC(=O)C2=NC=CN=C2)(O)O. Cell line: CAKI-1. Synergy scores: CSS=13.2, Synergy_ZIP=3.86, Synergy_Bliss=4.14, Synergy_Loewe=-4.75, Synergy_HSA=-3.34. (4) Drug 1: CS(=O)(=O)C1=CC(=C(C=C1)C(=O)NC2=CC(=C(C=C2)Cl)C3=CC=CC=N3)Cl. Drug 2: CN(C)N=NC1=C(NC=N1)C(=O)N. Cell line: SNB-19. Synergy scores: CSS=3.41, Synergy_ZIP=2.08, Synergy_Bliss=3.05, Synergy_Loewe=-0.592, Synergy_HSA=0.986. (5) Drug 1: CC1=C2C(C(=O)C3(C(CC4C(C3C(C(C2(C)C)(CC1OC(=O)C(C(C5=CC=CC=C5)NC(=O)OC(C)(C)C)O)O)OC(=O)C6=CC=CC=C6)(CO4)OC(=O)C)OC)C)OC. Drug 2: CC1=C(C(CCC1)(C)C)C=CC(=CC=CC(=CC(=O)O)C)C. Synergy scores: CSS=90.5, Synergy_ZIP=22.3, Synergy_Bliss=21.6, Synergy_Loewe=16.1, Synergy_HSA=23.8. Cell line: HT29. (6) Drug 2: C1C(C(OC1N2C=NC(=NC2=O)N)CO)O. Drug 1: CNC(=O)C1=CC=CC=C1SC2=CC3=C(C=C2)C(=NN3)C=CC4=CC=CC=N4. Cell line: SF-539. Synergy scores: CSS=8.68, Synergy_ZIP=-7.88, Synergy_Bliss=-7.48, Synergy_Loewe=-6.24, Synergy_HSA=-5.98. (7) Drug 1: CCCS(=O)(=O)NC1=C(C(=C(C=C1)F)C(=O)C2=CNC3=C2C=C(C=N3)C4=CC=C(C=C4)Cl)F. Drug 2: C1C(C(OC1N2C=NC(=NC2=O)N)CO)O. Cell line: T-47D. Synergy scores: CSS=-4.21, Synergy_ZIP=7.33, Synergy_Bliss=1.10, Synergy_Loewe=-4.78, Synergy_HSA=-4.14.